Dataset: Peptide-MHC class I binding affinity with 185,985 pairs from IEDB/IMGT. Task: Regression. Given a peptide amino acid sequence and an MHC pseudo amino acid sequence, predict their binding affinity value. This is MHC class I binding data. The MHC is HLA-A23:01 with pseudo-sequence HLA-A23:01. The peptide sequence is FFENRSETWPI. The binding affinity (normalized) is 0.251.